From a dataset of Forward reaction prediction with 1.9M reactions from USPTO patents (1976-2016). Predict the product of the given reaction. (1) The product is: [CH3:8][C:6]1[CH:7]=[C:2]([C:31]#[C:32][CH3:33])[CH:3]=[C:4]([CH3:28])[C:5]=1[C:9]1[C:10](=[O:27])[CH:11]([CH2:16][C:17]2[N:22]=[C:21]([NH:23][CH3:24])[C:20]([C:25]#[N:26])=[CH:19][CH:18]=2)[CH2:12][C:13]=1[O:14][CH3:15]. Given the reactants Br[C:2]1[CH:7]=[C:6]([CH3:8])[C:5]([C:9]2[C:10](=[O:27])[CH:11]([CH2:16][C:17]3[N:22]=[C:21]([NH:23][CH3:24])[C:20]([C:25]#[N:26])=[CH:19][CH:18]=3)[CH2:12][C:13]=2[O:14][CH3:15])=[C:4]([CH3:28])[CH:3]=1.[F-].[Cs+].[CH2:31]([Sn](CCCC)(CCCC)C#CC)[CH2:32][CH2:33]C.CN(C)C=O, predict the reaction product. (2) Given the reactants [NH2:1][C:2]1[C:11]2[C:6](=[CH:7][CH:8]=[CH:9][CH:10]=2)[CH:5]=[CH:4][C:3]=1[C:12]([OH:21])([C:17]([F:20])([F:19])[F:18])[C:13]([F:16])([F:15])[F:14].[N+:22]([C:25]1[CH:26]=[C:27]([CH:31]=[CH:32][CH:33]=1)[C:28](Cl)=[O:29])([O-:24])=[O:23], predict the reaction product. The product is: [N+:22]([C:25]1[CH:26]=[C:27]([CH:31]=[CH:32][CH:33]=1)[C:28]([NH:1][C:2]1[C:11]2[C:6](=[CH:7][CH:8]=[CH:9][CH:10]=2)[CH:5]=[CH:4][C:3]=1[C:12]([OH:21])([C:13]([F:14])([F:15])[F:16])[C:17]([F:18])([F:19])[F:20])=[O:29])([O-:24])=[O:23]. (3) Given the reactants [OH:1][C:2]1[CH:10]=[CH:9][C:8]([C:11]([F:14])([F:13])[F:12])=[CH:7][C:3]=1[C:4](O)=[O:5].B.O.Cl, predict the reaction product. The product is: [OH:5][CH2:4][C:3]1[CH:7]=[C:8]([C:11]([F:13])([F:14])[F:12])[CH:9]=[CH:10][C:2]=1[OH:1]. (4) Given the reactants [F:1][C:2]1[CH:3]=[C:4]([C:8]2[C:17]3[CH:16]=[C:15]([O:18][CH3:19])[CH:14]=[CH:13][C:12]=3[C:11](=[O:20])[N:10]3[CH2:21][CH2:22][CH2:23][C:24](=O)[C:9]=23)[CH:5]=[CH:6][CH:7]=1.Cl.[NH2:27][OH:28], predict the reaction product. The product is: [F:1][C:2]1[CH:3]=[C:4]([C:8]2[C:17]3[CH:16]=[C:15]([O:18][CH3:19])[CH:14]=[CH:13][C:12]=3[C:11](=[O:20])[N:10]3[CH2:21][CH2:22][CH2:23]/[C:24](=[N:27]\[OH:28])/[C:9]=23)[CH:5]=[CH:6][CH:7]=1. (5) Given the reactants FC1C=C2C(=CC=1)C=NC([O:12][S:13]([C:16]([F:19])([F:18])[F:17])(=O)=[O:14])=C2.[F:20][C:21]1[C:30]2[CH:29]=[N:28][C:27]([OH:31])=[CH:26][C:25]=2[C:24]([C:32]#[N:33])=[CH:23][CH:22]=1, predict the reaction product. The product is: [C:32]([C:24]1[CH:23]=[CH:22][C:21]([F:20])=[C:30]2[C:25]=1[CH:26]=[C:27]([O:31][S:13]([C:16]([F:19])([F:18])[F:17])(=[O:14])=[O:12])[N:28]=[CH:29]2)#[N:33]. (6) Given the reactants [CH3:1][S:2][C:3]1[N:8]=[C:7]([C:9]#[C:10][C:11]2[CH:16]=[CH:15][CH:14]=[CH:13][C:12]=2[CH2:17][C:18]([O:20][CH3:21])=[O:19])[CH:6]=[CH:5][N:4]=1, predict the reaction product. The product is: [CH3:1][S:2][C:3]1[N:8]=[C:7]([CH2:9][CH2:10][C:11]2[CH:16]=[CH:15][CH:14]=[CH:13][C:12]=2[CH2:17][C:18]([O:20][CH3:21])=[O:19])[CH:6]=[CH:5][N:4]=1. (7) Given the reactants [OH-].[Na+].[Br:3][C:4]1[N:8]2[CH:9]=[C:10]([CH:17]3[CH2:19][CH2:18]3)[CH:11]=[C:12]([C:13]([F:16])([F:15])[F:14])[C:7]2=[N:6][C:5]=1[C:20]([O:22]C)=[O:21].Cl, predict the reaction product. The product is: [Br:3][C:4]1[N:8]2[CH:9]=[C:10]([CH:17]3[CH2:18][CH2:19]3)[CH:11]=[C:12]([C:13]([F:15])([F:14])[F:16])[C:7]2=[N:6][C:5]=1[C:20]([OH:22])=[O:21].